Dataset: Forward reaction prediction with 1.9M reactions from USPTO patents (1976-2016). Task: Predict the product of the given reaction. Given the reactants C([O-])(=O)C([O-])=O.[NH4+].[NH4+].[N]=O.C(O)[C:12]([NH2:17])([CH2:15]O)[CH2:13][OH:14].I[C:20]#[N:21].P([O-])([O-])([O-])=O.C(O)(=O)CCC(O)=O.[Li+].[OH-].CC1C(CCC(O)=O)=C(/C=C2/C(CCC(O)=O)=C(C)C(C=C3C(C)=C(C=C)[C:63]([NH:65]3)=[O:64])=N/2)NC=1/C=C1/C(C=C)=C(C)C(N/1)=O.CC1C(CCC(O)=O)=C(CC2NC(/C=C3/C(C=C)=C(C)C(N/3)=O)=C(C)C=2CCC(O)=O)[NH:84]C=1/C=C1/C(C)=C(C=C)C(N/1)=O, predict the reaction product. The product is: [NH:84]1[C:13](=[O:14])[C:12]2[NH:17][CH:20]=[N:21][C:15]=2[NH:65][C:63]1=[O:64].